From a dataset of Forward reaction prediction with 1.9M reactions from USPTO patents (1976-2016). Predict the product of the given reaction. (1) Given the reactants [CH2:1]([O:3][C:4]([CH2:6][CH:7]([CH2:11][CH:12]([CH3:14])[CH3:13])[C:8]([OH:10])=O)=[O:5])[CH3:2].[C:15]([C@@H:18]([NH:29][C:30](=[O:43])[C@@H:31]([NH2:42])[CH2:32][C:33]1[C:41]2[C:36](=[CH:37][CH:38]=[CH:39][CH:40]=2)[NH:35][CH:34]=1)[CH2:19][C:20]1[C:28]2[C:23](=[CH:24][CH:25]=[CH:26][CH:27]=2)[NH:22][CH:21]=1)(=[O:17])[NH2:16].CCN=C=NCCCN(C)C.Cl.C1C=CC2N(O)N=NC=2C=1.CCN(C(C)C)C(C)C, predict the reaction product. The product is: [C:15]([C@@H:18]([NH:29][C:30]([C@@H:31]([NH:42][C:8]([CH:7]([CH2:11][CH:12]([CH3:14])[CH3:13])[CH2:6][C:4]([O:3][CH2:1][CH3:2])=[O:5])=[O:10])[CH2:32][C:33]1[C:41]2[C:36](=[CH:37][CH:38]=[CH:39][CH:40]=2)[NH:35][CH:34]=1)=[O:43])[CH2:19][C:20]1[C:28]2[C:23](=[CH:24][CH:25]=[CH:26][CH:27]=2)[NH:22][CH:21]=1)(=[O:17])[NH2:16]. (2) Given the reactants C1[O:23][C:4]2([CH2:9][CH2:8][C:7](O)([C:10]3[C:19]4[O:18][CH2:17][CH2:16][O:15][C:14]=4[C:13]([O:20][CH3:21])=[CH:12][CH:11]=3)[CH2:6][CH2:5]2)OC1.C[Si](C)(C)[O:26][C:27]1[CH2:32][CH2:31][CH2:30][CH2:29][CH:28]=1.C(=O)(O)[O-].[Na+], predict the reaction product. The product is: [C:27]1(=[O:26])[CH2:32][CH2:31][CH2:30][CH2:29][CH:28]1[C:7]1([C:10]2[C:19]3[O:18][CH2:17][CH2:16][O:15][C:14]=3[C:13]([O:20][CH3:21])=[CH:12][CH:11]=2)[CH2:8][CH2:9][C:4](=[O:23])[CH2:5][CH2:6]1. (3) Given the reactants [Cl:1][C:2]1[CH:3]=[CH:4][CH:5]=[C:6]2[C:10]=1[NH:9][N:8]=[C:7]2[C:11]1[CH:16]=[CH:15][C:14]([O:17][CH3:18])=[CH:13][C:12]=1[CH3:19].[H-].[Na+].I[CH:23]([CH3:25])[CH3:24], predict the reaction product. The product is: [Cl:1][C:2]1[C:10]2[C:6](=[C:7]([C:11]3[CH:16]=[CH:15][C:14]([O:17][CH3:18])=[CH:13][C:12]=3[CH3:19])[N:8]([CH:23]([CH3:25])[CH3:24])[N:9]=2)[CH:5]=[CH:4][CH:3]=1. (4) Given the reactants [CH2:1]([O:8][CH2:9][C:10]1([S:13]([O:16]CCCC)(=[O:15])=[O:14])[CH2:12][CH2:11]1)[C:2]1[CH:7]=[CH:6][CH:5]=[CH:4][CH:3]=1.C([S-])#N.[K+:24], predict the reaction product. The product is: [CH2:1]([O:8][CH2:9][C:10]1([S:13]([O-:16])(=[O:15])=[O:14])[CH2:11][CH2:12]1)[C:2]1[CH:3]=[CH:4][CH:5]=[CH:6][CH:7]=1.[K+:24]. (5) Given the reactants [Cl:1][C:2]1[C:3]2[N:4]([CH:8]=[C:9]([CH2:11][CH3:12])[N:10]=2)[CH:5]=[CH:6][CH:7]=1.Br[C:14]1[CH:19]=[CH:18][C:17]([CH2:20][O:21][C:22]2[CH:27]=[CH:26][CH:25]=[C:24]([S:28]([CH3:31])(=[O:30])=[O:29])[CH:23]=2)=[CH:16][CH:15]=1, predict the reaction product. The product is: [Cl:1][C:2]1[C:3]2[N:4]([C:8]([C:14]3[CH:15]=[CH:16][C:17]([CH2:20][O:21][C:22]4[CH:27]=[CH:26][CH:25]=[C:24]([S:28]([CH3:31])(=[O:30])=[O:29])[CH:23]=4)=[CH:18][CH:19]=3)=[C:9]([CH2:11][CH3:12])[N:10]=2)[CH:5]=[CH:6][CH:7]=1. (6) Given the reactants [CH2:1]([O:3][CH2:4][CH2:5][O:6][C:7]1[CH:12]=[CH:11][C:10]([C:13]2[CH:18]=[CH:17][C:16]([S:19]([C:22]3([C:28](O)=[O:29])[CH2:27][CH2:26][O:25][CH2:24][CH2:23]3)(=[O:21])=[O:20])=[CH:15][CH:14]=2)=[CH:9][CH:8]=1)[CH3:2].C(N(CC)CC)C.[NH2:38][O:39][CH:40]1[CH2:45][CH2:44][CH2:43][CH2:42][O:41]1.Cl.CN(C)CCCN=C=NCC, predict the reaction product. The product is: [CH2:1]([O:3][CH2:4][CH2:5][O:6][C:7]1[CH:8]=[CH:9][C:10]([C:13]2[CH:14]=[CH:15][C:16]([S:19]([C:22]3([C:28]([NH:38][O:39][CH:40]4[CH2:45][CH2:44][CH2:43][CH2:42][O:41]4)=[O:29])[CH2:23][CH2:24][O:25][CH2:26][CH2:27]3)(=[O:21])=[O:20])=[CH:17][CH:18]=2)=[CH:11][CH:12]=1)[CH3:2].